Dataset: Retrosynthesis with 50K atom-mapped reactions and 10 reaction types from USPTO. Task: Predict the reactants needed to synthesize the given product. (1) Given the product NC(=O)Nc1cccc(OCCN(CCCCC(=O)NC2CCCCCC2)Cc2ccccc2)c1, predict the reactants needed to synthesize it. The reactants are: NC(=O)Nc1cccc(O)c1.O=C(CCCCN(CCCl)Cc1ccccc1)NC1CCCCCC1. (2) Given the product CC(C)(C)OC(=O)N1CCOc2cnc(CNC3CCN(CC4Cn5c(=O)cnc6ccc(F)c4c65)CC3)cc21, predict the reactants needed to synthesize it. The reactants are: CC(C)(C)OC(=O)N1CCOc2cnc(C=O)cc21.NC1CCN(CC2Cn3c(=O)cnc4ccc(F)c2c43)CC1. (3) The reactants are: NC[C@H]1CCCO1.O=C(O)c1ccc2c(C3CCCCC3)c3n(c2c1)CC(C(=O)N1CCC(N2CCOCC2)CC1)=Cc1ccccc1-3. Given the product O=C(NC[C@H]1CCCO1)c1ccc2c(C3CCCCC3)c3n(c2c1)CC(C(=O)N1CCC(N2CCOCC2)CC1)=Cc1ccccc1-3, predict the reactants needed to synthesize it. (4) Given the product OCc1ccc(-c2ccc(OC(F)(F)F)c(F)c2)cn1, predict the reactants needed to synthesize it. The reactants are: OB(O)c1ccc(OC(F)(F)F)c(F)c1.OCc1ccc(Br)cn1. (5) The reactants are: CN1CCC(=O)CC1.Cc1csc2ccc(NN)cc12. Given the product Cc1csc2ccc3[nH]c4c(c3c12)CN(C)CC4, predict the reactants needed to synthesize it. (6) Given the product Cc1cc(NC(=O)NCCN2CCC(C(=O)N(C)c3ccccc3)CC2)c2ccccc2n1, predict the reactants needed to synthesize it. The reactants are: CNc1ccccc1.Cc1cc(NC(=O)NCCN2CCC(C(=O)O)CC2)c2ccccc2n1. (7) Given the product CCn1c(=O)nc(-c2cccc(Cl)c2)c2ccc(C=NO)nc21, predict the reactants needed to synthesize it. The reactants are: CCn1c(=O)nc(-c2cccc(Cl)c2)c2ccc(C=O)nc21.NO.